This data is from Full USPTO retrosynthesis dataset with 1.9M reactions from patents (1976-2016). The task is: Predict the reactants needed to synthesize the given product. (1) Given the product [Br:14][C:15]1[CH:20]=[CH:19][C:18]([CH2:21][C:22]([NH:12][CH3:10])=[O:24])=[CH:17][CH:16]=1, predict the reactants needed to synthesize it. The reactants are: BrC1C=CC(CC[C:10]([NH:12]C)=O)=CC=1.[Br:14][C:15]1[CH:20]=[CH:19][C:18]([CH2:21][C:22]([OH:24])=O)=[CH:17][CH:16]=1.CN. (2) Given the product [CH3:14][N:13]([CH3:15])[C@@H:10]1[CH2:11][CH2:12][N:8]([C:5]2[CH:6]=[CH:7][C:2]([NH:1][C:29]([C:27]3[S:28][C:24]([Br:23])=[CH:25][C:26]=3[CH2:32][CH2:33][Cl:34])=[O:30])=[CH:3][CH:4]=2)[CH2:9]1, predict the reactants needed to synthesize it. The reactants are: [NH2:1][C:2]1[CH:7]=[CH:6][C:5]([N:8]2[CH2:12][CH2:11][C@@H:10]([N:13]([CH3:15])[CH3:14])[CH2:9]2)=[CH:4][CH:3]=1.C(N(CC)CC)C.[Br:23][C:24]1[S:28][C:27]([C:29](Cl)=[O:30])=[C:26]([CH2:32][CH2:33][Cl:34])[CH:25]=1.